Dataset: Catalyst prediction with 721,799 reactions and 888 catalyst types from USPTO. Task: Predict which catalyst facilitates the given reaction. (1) Reactant: COC1C=C2N=CN=C(NC3C=CC(F)=C(Cl)C=3)C2=CC=1OCCCN1CCOCC1.[CH:32]1[C:37]([O-:38])=[CH:36][C:35]2[O:39][C:40]3[C:46](=[N+:47]([O-:48])[C:34]=2[CH:33]=1)[CH:45]=[CH:44][C:42](=[O:43])[CH:41]=3.[Na+]. Product: [CH:44]1[C:42]([OH:43])=[CH:41][C:40]2[O:39][C:35]3[C:34](=[N+:47]([O-:48])[C:46]=2[CH:45]=1)[CH:33]=[CH:32][C:37](=[O:38])[CH:36]=3. The catalyst class is: 16. (2) Reactant: [CH2:1]([C:5]1[C:6]([C:29]2[CH:34]=[CH:33][C:32]([O:35][CH3:36])=[CH:31][CH:30]=2)=[C:7]([O:15][C:16]2[CH:21]=[CH:20][C:19](/[CH:22]=[CH:23]/[C:24]([O:26]CC)=[O:25])=[CH:18][CH:17]=2)[C:8]2[C:13]([CH:14]=1)=[CH:12][CH:11]=[CH:10][CH:9]=2)[CH2:2][CH2:3][CH3:4].[OH-].[Na+]. Product: [CH2:1]([C:5]1[C:6]([C:29]2[CH:34]=[CH:33][C:32]([O:35][CH3:36])=[CH:31][CH:30]=2)=[C:7]([O:15][C:16]2[CH:21]=[CH:20][C:19](/[CH:22]=[CH:23]/[C:24]([OH:26])=[O:25])=[CH:18][CH:17]=2)[C:8]2[C:13]([CH:14]=1)=[CH:12][CH:11]=[CH:10][CH:9]=2)[CH2:2][CH2:3][CH3:4]. The catalyst class is: 242. (3) Reactant: [C:1]([NH:4][NH:5][C:6](=O)[CH2:7][C@@H:8]1[CH:14]=[C:13]([C:15]2[CH:20]=[CH:19][C:18]([Cl:21])=[CH:17][CH:16]=2)[C:12]2[CH:22]=[CH:23][CH:24]=[CH:25][C:11]=2[N:10]2[C:26]([CH3:29])=[N:27][N:28]=[C:9]12)(=O)[CH3:2].COC1C=CC(P2(SP(C3C=CC(OC)=CC=3)(=S)S2)=[S:40])=CC=1.[OH-].[Na+]. Product: [Cl:21][C:18]1[CH:19]=[CH:20][C:15]([C:13]2[C:12]3[CH:22]=[CH:23][CH:24]=[CH:25][C:11]=3[N:10]3[C:26]([CH3:29])=[N:27][N:28]=[C:9]3[CH:8]([CH2:7][C:6]3[S:40][C:1]([CH3:2])=[N:4][N:5]=3)[CH:14]=2)=[CH:16][CH:17]=1. The catalyst class is: 1. (4) Reactant: [NH2:1]/[C:2](/[C:9]([F:12])([F:11])[F:10])=[CH:3]/[C:4]([O:6]CC)=O.[H-].[Na+].[F:15][C:16]1([F:34])[O:21][C:20]2[CH:22]=[C:23]([F:29])[C:24]([N:26]=[C:27]=[O:28])=[CH:25][C:19]=2[N:18]([CH2:30][C:31]#[CH:32])[C:17]1=[O:33]. Product: [F:12][C:9]([F:10])([F:11])[C:2]1[NH:1][C:27](=[O:28])[N:26]([C:24]2[C:23]([F:29])=[CH:22][C:20]3[O:21][C:16]([F:15])([F:34])[C:17](=[O:33])[N:18]([CH2:30][C:31]#[CH:32])[C:19]=3[CH:25]=2)[C:4](=[O:6])[CH:3]=1. The catalyst class is: 575. (5) Reactant: [CH:1]1([C:4]2[N:8]([CH2:9][C:10]3[C:15]([F:16])=[CH:14][C:13]([O:17][CH2:18][CH3:19])=[CH:12][C:11]=3[F:20])[N:7]=[C:6]([C:21]3[N:26]=[C:25]([NH2:27])[C:24]([NH2:28])=[C:23]([NH2:29])[N:22]=3)[C:5]=2[CH3:30])[CH2:3][CH2:2]1.[N:31]([CH2:34][CH3:35])=[C:32]=[O:33]. Product: [NH2:29][C:23]1[C:24]([NH:28][C:32]([NH:31][CH2:34][CH3:35])=[O:33])=[C:25]([NH2:27])[N:26]=[C:21]([C:6]2[C:5]([CH3:30])=[C:4]([CH:1]3[CH2:3][CH2:2]3)[N:8]([CH2:9][C:10]3[C:15]([F:16])=[CH:14][C:13]([O:17][CH2:18][CH3:19])=[CH:12][C:11]=3[F:20])[N:7]=2)[N:22]=1. The catalyst class is: 3. (6) Reactant: [NH:1]1[C:9]2[C:4](=[CH:5][CH:6]=[CH:7][CH:8]=2)[C:3]([S:10][C:11]2[CH:21]=[CH:20][CH:19]=[CH:18][C:12]=2[C:13]([N:15]([CH3:17])[CH3:16])=O)=[CH:2]1.B.CO.C(O)(=O)C(O)=O. Product: [NH:1]1[C:9]2[C:4](=[CH:5][CH:6]=[CH:7][CH:8]=2)[C:3]([S:10][C:11]2[CH:21]=[CH:20][CH:19]=[CH:18][C:12]=2[CH2:13][N:15]([CH3:17])[CH3:16])=[CH:2]1. The catalyst class is: 7.